Dataset: Forward reaction prediction with 1.9M reactions from USPTO patents (1976-2016). Task: Predict the product of the given reaction. (1) Given the reactants [F:1][C:2]1[CH:7]=[CH:6][C:5]([O:8][CH3:9])=[CH:4][C:3]=1[C:10]1[CH:15]=[CH:14][C:13]([OH:16])=[CH:12][C:11]=1[O:17][CH2:18][O:19][CH3:20].[CH:21]1([CH:24]([C:31]2[CH:36]=[CH:35][CH:34]=[C:33]([CH2:37]O)[CH:32]=2)[CH2:25][C:26]([O:28][CH2:29][CH3:30])=[O:27])[CH2:23][CH2:22]1.C(P(CCCC)CCCC)CCC.N(C(N1CCCCC1)=O)=NC(N1CCCCC1)=O, predict the reaction product. The product is: [CH:21]1([CH:24]([C:31]2[CH:36]=[CH:35][CH:34]=[C:33]([CH2:37][O:16][C:13]3[CH:14]=[CH:15][C:10]([C:3]4[CH:4]=[C:5]([O:8][CH3:9])[CH:6]=[CH:7][C:2]=4[F:1])=[C:11]([O:17][CH2:18][O:19][CH3:20])[CH:12]=3)[CH:32]=2)[CH2:25][C:26]([O:28][CH2:29][CH3:30])=[O:27])[CH2:23][CH2:22]1. (2) Given the reactants Cl[C:2]1[C:10]([CH:11]2[CH2:13][CH2:12]2)=[C:5]2[CH:6]=[CH:7][CH:8]=[CH:9][N:4]2[N:3]=1.[F:14][C:15]1[CH:16]=[C:17](B(O)O)[CH:18]=[N:19][CH:20]=1.[O-]P([O-])([O-])=O.[K+].[K+].[K+].C1(P(C2CCCCC2)C2C=CC=CC=2C2C(OC)=CC=CC=2OC)CCCCC1, predict the reaction product. The product is: [CH:11]1([C:10]2[C:2]([C:17]3[CH:18]=[N:19][CH:20]=[C:15]([F:14])[CH:16]=3)=[N:3][N:4]3[CH:9]=[CH:8][CH:7]=[CH:6][C:5]=23)[CH2:13][CH2:12]1. (3) Given the reactants [F:1][C:2]([F:19])([F:18])[C:3]1[CH:4]=[C:5]([CH:9]=[CH:10][C:11]2[CH:16]=[CH:15][N:14]=[C:13]([NH2:17])[CH:12]=2)[CH:6]=[CH:7][CH:8]=1.[C:20]([N:28]=C=O)(=[O:27])C1C=CC=CC=1.C(O)C.C(=O)([O-])[O-].[K+].[K+], predict the reaction product. The product is: [F:19][C:2]([F:1])([F:18])[C:3]1[CH:4]=[C:5]([CH:9]=[CH:10][C:11]2[CH:16]=[CH:15][N:14]=[C:13]([NH:17][C:20]([NH2:28])=[O:27])[CH:12]=2)[CH:6]=[CH:7][CH:8]=1. (4) Given the reactants [C:1]1([CH2:7][CH2:8][CH2:9][N:10]2[CH2:15][CH2:14][CH2:13][CH2:12][CH2:11]2)[CH:6]=[CH:5][CH:4]=[CH:3][CH:2]=1.[C:16]1([CH2:22][CH2:23][CH2:24]Br)[CH:21]=[CH:20][CH:19]=[CH:18][CH:17]=1.C([O-])([O-])=O.[K+].[K+], predict the reaction product. The product is: [C:1]1([CH2:7][CH2:8][CH2:9][N:10]2[CH2:15][CH2:14][CH:13]([CH2:24][CH2:23][CH2:22][C:16]3[CH:21]=[CH:20][CH:19]=[CH:18][CH:17]=3)[CH2:12][CH2:11]2)[CH:6]=[CH:5][CH:4]=[CH:3][CH:2]=1. (5) The product is: [CH2:17]([C:39]1[N:44]=[CH:43][C:42]([OH:45])=[CH:41][CH:40]=1)[C:16]1[CH:15]=[CH:14][CH:13]=[CH:12][CH:11]=1. Given the reactants [O-]P([O-])([O-])=O.[K+].[K+].[K+].CO[C:11]1[CH:12]=[CH:13][CH:14]=[C:15](OC)[C:16]=1[C:17]1C=CC=CC=1P(C1CCCCC1)C1CCCCC1.Br[C:39]1[N:44]=[CH:43][C:42]([OH:45])=[CH:41][CH:40]=1.B1(CC2C=CC=CC=2)C2CCCC1CCC2, predict the reaction product. (6) Given the reactants [F:1][C:2]([F:23])([F:22])[C:3]([C:12]1[CH:17]=[CH:16][C:15]([OH:18])=[C:14]([CH2:19][CH2:20][CH3:21])[CH:13]=1)([O:8][CH2:9][O:10][CH3:11])[C:4]([F:7])([F:6])[F:5].C(=O)([O-])[O-].[K+].[K+].Cl[C:31]1[CH:32]=[C:33]([C:38]([N+:41]([O-:43])=[O:42])=[CH:39][N:40]=1)[C:34]([O:36][CH3:37])=[O:35].Cl, predict the reaction product. The product is: [F:1][C:2]([F:22])([F:23])[C:3]([C:12]1[CH:17]=[CH:16][C:15]([O:18][C:31]2[CH:32]=[C:33]([C:38]([N+:41]([O-:43])=[O:42])=[CH:39][N:40]=2)[C:34]([O:36][CH3:37])=[O:35])=[C:14]([CH2:19][CH2:20][CH3:21])[CH:13]=1)([O:8][CH2:9][O:10][CH3:11])[C:4]([F:6])([F:5])[F:7]. (7) Given the reactants B1(C)OC(C2C=CC=CC=2)(C2C=CC=CC=2)[C@H]2N1CCC2.C([Si](C)(C)[O:27][C:28]1[CH:33]=[CH:32][C:31]([C:34]2[C:38]([C:39]3[CH:44]=[CH:43][CH:42]=[CH:41][CH:40]=3)=[C:37]([C:45]3([C:48](=[O:51])[CH2:49][CH3:50])[CH2:47][CH2:46]3)[O:36][N:35]=2)=[CH:30][CH:29]=1)(C)(C)C.[F-].C([N+](CCCC)(CCCC)CCCC)CCC.CO, predict the reaction product. The product is: [OH:51][C@@H:48]([C:45]1([C:37]2[O:36][N:35]=[C:34]([C:31]3[CH:30]=[CH:29][C:28]([OH:27])=[CH:33][CH:32]=3)[C:38]=2[C:39]2[CH:44]=[CH:43][CH:42]=[CH:41][CH:40]=2)[CH2:47][CH2:46]1)[CH2:49][CH3:50]. (8) Given the reactants [N+:1]([C:4]1[CH:9]=[CH:8][C:7](/[CH:10]=[CH:11]\[C:12]2[N:13]=[C:14]([NH:17][C:18](=[O:20])[CH3:19])[S:15][CH:16]=2)=[CH:6][CH:5]=1)([O-:3])=[O:2].Cl.[CH3:22][NH:23][CH3:24].[CH2:25]=O, predict the reaction product. The product is: [CH3:22][N:23]([CH2:25][C:16]1[S:15][C:14]([NH:17][C:18](=[O:20])[CH3:19])=[N:13][C:12]=1/[CH:11]=[CH:10]\[C:7]1[CH:8]=[CH:9][C:4]([N+:1]([O-:3])=[O:2])=[CH:5][CH:6]=1)[CH3:24].